Dataset: Full USPTO retrosynthesis dataset with 1.9M reactions from patents (1976-2016). Task: Predict the reactants needed to synthesize the given product. (1) Given the product [CH2:18]([O:15][CH:12]1[CH2:11][CH2:10][CH:9]([NH2:8])[CH2:14][CH2:13]1)[CH3:19], predict the reactants needed to synthesize it. The reactants are: C([NH:8][CH:9]1[CH2:14][CH2:13][CH:12]([OH:15])[CH2:11][CH2:10]1)(OC(C)(C)C)=O.[H-].[Na+].[CH2:18](I)[CH3:19].C(OCC)C. (2) The reactants are: [C:1](N1C=CN=C1)(N1C=CN=C1)=[O:2].[CH:13]([O:16][C:17]1[CH:23]=[CH:22][C:20]([NH2:21])=[CH:19][CH:18]=1)([CH3:15])[CH3:14].[N:24]1[C:29]2[S:30][CH:31]=[CH:32][C:28]=2[C:27]([N:33]2[CH2:38][CH2:37][CH:36]([OH:39])[CH2:35][CH2:34]2)=[N:26][CH:25]=1. Given the product [N:24]1[C:29]2[S:30][CH:31]=[CH:32][C:28]=2[C:27]([N:33]2[CH2:34][CH2:35][CH:36]([O:39][C:1](=[O:2])[NH:21][C:20]3[CH:22]=[CH:23][C:17]([O:16][CH:13]([CH3:15])[CH3:14])=[CH:18][CH:19]=3)[CH2:37][CH2:38]2)=[N:26][CH:25]=1, predict the reactants needed to synthesize it.